Dataset: Forward reaction prediction with 1.9M reactions from USPTO patents (1976-2016). Task: Predict the product of the given reaction. (1) Given the reactants [CH3:1][C:2]([C:4]1[C:9]([F:10])=[CH:8][C:7](Cl)=[C:6]([F:12])[CH:5]=1)=[O:3].[B:13]1([B:13]2[O:17][C:16]([CH3:19])([CH3:18])[C:15]([CH3:21])([CH3:20])[O:14]2)[O:17][C:16]([CH3:19])([CH3:18])[C:15]([CH3:21])([CH3:20])[O:14]1.C([O-])(=O)C.[K+].C(=O)(O)[O-].[Na+], predict the reaction product. The product is: [F:10][C:9]1[CH:8]=[C:7]([B:13]2[O:17][C:16]([CH3:19])([CH3:18])[C:15]([CH3:21])([CH3:20])[O:14]2)[C:6]([F:12])=[CH:5][C:4]=1[C:2](=[O:3])[CH3:1]. (2) Given the reactants [CH2:1]=O.[CH3:3][NH:4][CH3:5].[CH3:6][C:7]1[NH:8][C:9]2[C:14]([CH:15]=1)=[C:13]([N+:16]([O-:18])=[O:17])[CH:12]=[CH:11][CH:10]=2.[OH-].[Na+], predict the reaction product. The product is: [CH3:3][N:4]([CH3:1])[CH2:5][C:15]1[C:14]2[C:9](=[CH:10][CH:11]=[CH:12][C:13]=2[N+:16]([O-:18])=[O:17])[NH:8][C:7]=1[CH3:6]. (3) The product is: [Cl:1][C:2]1[C:10]2[N:6]([C:7]([CH2:14][CH:15]3[CH2:19][CH2:18][O:38][CH2:34]3)=[CH:8][C:9]=2[C:11]([NH:29][CH2:28][CH:25]2[CH2:26][CH2:27][C:22]([F:30])([F:21])[CH2:23][CH2:24]2)=[O:13])[CH:5]=[CH:4][CH:3]=1. Given the reactants [Cl:1][C:2]1[C:10]2[N:6]([C:7]([CH2:14][CH:15]3[CH2:19][CH2:18]CO3)=[CH:8][C:9]=2[C:11]([OH:13])=O)[CH:5]=[CH:4][CH:3]=1.Cl.[F:21][C:22]1([F:30])[CH2:27][CH2:26][CH:25]([CH2:28][NH2:29])[CH2:24][CH2:23]1.CN([C:34]([O:38]N1N=NC2C=CC=NC1=2)=[N+](C)C)C.F[P-](F)(F)(F)(F)F, predict the reaction product. (4) Given the reactants [CH3:1][O:2][C:3]1[CH:8]=[CH:7][C:6]([N:9]2[C:13]([C:14]3[CH:19]=[CH:18][C:17]([CH3:20])=[CH:16][CH:15]=3)=[CH:12][C:11]([CH2:21][CH:22]([C:26]3[C:34]4[C:29](=[CH:30][CH:31]=[CH:32][CH:33]=4)[N:28]([CH3:35])[CH:27]=3)[C:23]([OH:25])=[O:24])=[N:10]2)=[CH:5][CH:4]=1.[CH3:36][O:37][C:38](=[O:50])[CH2:39][C:40]1[C:48]2[C:43](=[CH:44][CH:45]=[CH:46][CH:47]=2)[N:42]([CH3:49])[CH:41]=1.BrC[CH2:53][C:54]1[CH:58]=[C:57]([C:59]2[CH:64]=[CH:63][C:62]([CH3:65])=[CH:61][CH:60]=2)[N:56]([C:66]2[CH:71]=[CH:70][C:69]([O:72][CH3:73])=[CH:68][CH:67]=2)[N:55]=1.[H-].[Na+], predict the reaction product. The product is: [CH3:1][O:2][C:3]1[CH:4]=[CH:5][C:6]([N:9]2[C:13]([C:14]3[CH:19]=[CH:18][C:17]([CH3:20])=[CH:16][CH:15]=3)=[CH:12][C:11]([CH2:21][CH:22]([C:26]3[C:34]4[C:29](=[CH:30][CH:31]=[CH:32][CH:33]=4)[N:28]([CH3:35])[CH:27]=3)[C:23]([OH:25])=[O:24])=[N:10]2)=[CH:7][CH:8]=1.[CH3:36][O:37][C:38](=[O:50])[CH:39]([C:40]1[C:48]2[C:43](=[CH:44][CH:45]=[CH:46][CH:47]=2)[N:42]([CH3:49])[CH:41]=1)[CH2:53][C:54]1[CH:58]=[C:57]([C:59]2[CH:60]=[CH:61][C:62]([CH3:65])=[CH:63][CH:64]=2)[N:56]([C:66]2[CH:71]=[CH:70][C:69]([O:72][CH3:73])=[CH:68][CH:67]=2)[N:55]=1. (5) Given the reactants Cl[C:2]1[C:11]([C:12]([OH:14])=[O:13])=[CH:10][C:9]2[C:4](=[CH:5][CH:6]=[C:7]([Cl:15])[CH:8]=2)[N:3]=1.[NH2:16][CH:17]([CH2:21][C:22]1[CH:27]=[CH:26][CH:25]=[CH:24][CH:23]=1)[C:18]([NH2:20])=[O:19], predict the reaction product. The product is: [C:18]([CH:17]([NH:16][C:18]([CH:17]([NH:16][C:2]1[C:11]([C:12]([OH:14])=[O:13])=[CH:10][C:9]2[C:4](=[CH:5][CH:6]=[C:7]([Cl:15])[CH:8]=2)[N:3]=1)[CH2:21][C:22]1[CH:23]=[CH:24][CH:25]=[CH:26][CH:27]=1)=[O:19])[CH2:21][C:22]1[CH:27]=[CH:26][CH:25]=[CH:24][CH:23]=1)(=[O:19])[NH2:20]. (6) Given the reactants [Cl:1][C:2]1[CH:7]=[CH:6][C:5]([NH:8]C(=O)OC(C)(C)C)=[C:4]([O:16][CH2:17][CH2:18][CH2:19][OH:20])[CH:3]=1.FC(F)(F)C(O)=O, predict the reaction product. The product is: [NH2:8][C:5]1[CH:6]=[CH:7][C:2]([Cl:1])=[CH:3][C:4]=1[O:16][CH2:17][CH2:18][CH2:19][OH:20].